This data is from Full USPTO retrosynthesis dataset with 1.9M reactions from patents (1976-2016). The task is: Predict the reactants needed to synthesize the given product. (1) Given the product [Cl:32][C:29]1[CH:28]=[CH:27][C:26]([CH:21]([O:22][CH2:23][C:24]#[CH:25])[C:20]([NH:19][C:14]2[CH:15]=[CH:16][CH:17]=[CH:18][C:13]=2[C:10]2[CH:11]=[CH:12][C:7]([OH:6])=[C:8]([O:34][CH3:35])[CH:9]=2)=[O:33])=[CH:31][CH:30]=1, predict the reactants needed to synthesize it. The reactants are: C([Si](C1C=CC=CC=1)(C1C=CC=CC=1)[O:6][C:7]1[CH:12]=[CH:11][C:10]([C:13]2[CH:18]=[CH:17][CH:16]=[CH:15][C:14]=2[NH:19][C:20](=[O:33])[CH:21]([C:26]2[CH:31]=[CH:30][C:29]([Cl:32])=[CH:28][CH:27]=2)[O:22][CH2:23][C:24]#[CH:25])=[CH:9][C:8]=1[O:34][CH3:35])(C)(C)C.[F-].C([N+](CCCC)(CCCC)CCCC)CCC. (2) Given the product [CH3:1][C:2]1([CH3:15])[NH:7][CH:6]([C:8]2[CH:13]=[CH:12][CH:11]=[CH:10][CH:9]=2)[CH:5]([NH:14][CH2:28][C:27]2[CH:26]=[C:25]3[C:20]([CH2:21][CH2:22][C:23](=[O:31])[N:24]3[CH3:30])=[CH:19][C:18]=2[O:17][CH3:16])[CH2:4][CH2:3]1, predict the reactants needed to synthesize it. The reactants are: [CH3:1][C:2]1([CH3:15])[NH:7][CH:6]([C:8]2[CH:13]=[CH:12][CH:11]=[CH:10][CH:9]=2)[CH:5]([NH2:14])[CH2:4][CH2:3]1.[CH3:16][O:17][C:18]1[CH:19]=[C:20]2[C:25](=[CH:26][C:27]=1[CH:28]=O)[N:24]([CH3:30])[C:23](=[O:31])[CH2:22][CH2:21]2. (3) Given the product [NH2:1][C:2]1[C:3]2[C:10]([C:38]3[CH:37]=[C:36]4[C:41](=[CH:40][CH:39]=3)[N:33]([C:31](=[O:32])[CH2:30][C:26]3[CH:27]=[CH:28][CH:29]=[C:24]([CH3:23])[CH:25]=3)[CH2:34][CH2:35]4)=[CH:9][N:8]([CH:12]3[CH2:15][N:14]([C:16]([O:18][C:19]([CH3:22])([CH3:21])[CH3:20])=[O:17])[CH2:13]3)[C:4]=2[N:5]=[CH:6][N:7]=1, predict the reactants needed to synthesize it. The reactants are: [NH2:1][C:2]1[C:3]2[C:10](Br)=[CH:9][N:8]([CH:12]3[CH2:15][N:14]([C:16]([O:18][C:19]([CH3:22])([CH3:21])[CH3:20])=[O:17])[CH2:13]3)[C:4]=2[N:5]=[CH:6][N:7]=1.[CH3:23][C:24]1[CH:25]=[C:26]([CH2:30][C:31]([N:33]2[C:41]3[C:36](=[CH:37][C:38](B4OC(C)(C)C(C)(C)O4)=[CH:39][CH:40]=3)[CH2:35][CH2:34]2)=[O:32])[CH:27]=[CH:28][CH:29]=1.C([O-])(O)=O.[Na+].N#N. (4) Given the product [CH3:32][C:33]1[O:37][C:36]([CH2:38][CH:39]2[CH2:40][CH2:41][CH:23]([C:21]3[S:22][C:18]([C:15]4[CH:14]=[CH:13][C:12]([NH:11][C:10]([NH:9][C:5]5[CH:4]=[CH:3][CH:8]=[CH:7][CH:6]=5)=[O:29])=[CH:17][CH:16]=4)=[CH:19][N:20]=3)[CH2:24][CH2:44]2)=[N:35][N:34]=1, predict the reactants needed to synthesize it. The reactants are: FC(F)(F)[C:3]1[CH:4]=[C:5]([NH:9][C:10](=[O:29])[NH:11][C:12]2[CH:17]=[CH:16][C:15]([C:18]3[S:22][C:21]([CH2:23][CH2:24]C(OC)=O)=[N:20][CH:19]=3)=[CH:14][CH:13]=2)[CH:6]=[CH:7][CH:8]=1.[CH3:32][C:33]1[O:37][C:36]([CH2:38][CH:39]2[CH2:44]CC(C3SC(C4C=CC(N)=CC=4)=CN=3)[CH2:41][CH2:40]2)=[N:35][N:34]=1.C1(N=C=O)C=CC=CC=1. (5) Given the product [Br:1][C:2]1[CH:3]=[CH:4][C:5]([O:10][CH3:11])=[C:6]([CH:7]2[O:14][CH2:13][CH2:12][O:8]2)[CH:9]=1, predict the reactants needed to synthesize it. The reactants are: [Br:1][C:2]1[CH:3]=[CH:4][C:5]([O:10][CH3:11])=[C:6]([CH:9]=1)[CH:7]=[O:8].[CH2:12](O)[CH2:13][OH:14].O.C1(C)C=CC(S(O)(=O)=O)=CC=1. (6) Given the product [F:1][C:2]1[C:3]([O:25][CH2:26][CH2:27][O:28][CH3:29])=[CH:4][C:5]2[CH2:14][CH:13]([CH:15]([CH3:16])[CH3:17])[N:12]3[C:7](=[CH:8][C:9](=[O:23])[C:10]([C:18]([O:20][CH2:21][CH3:22])=[O:19])=[CH:11]3)[C:6]=2[CH:24]=1, predict the reactants needed to synthesize it. The reactants are: [F:1][C:2]1[C:3]([O:25][CH2:26][CH2:27][O:28][CH3:29])=[CH:4][C:5]2[CH2:14][CH:13]([CH:15]([CH3:17])[CH3:16])[N:12]3[CH:7]([CH2:8][C:9](=[O:23])[C:10]([C:18]([O:20][CH2:21][CH3:22])=[O:19])=[CH:11]3)[C:6]=2[CH:24]=1.C1(Cl)C(=O)C(Cl)=C(Cl)C(=O)C=1Cl. (7) Given the product [F:36][C:33]1[CH:34]=[CH:35][C:30]([CH2:29][N:26]2[CH2:27][CH2:28][CH:23]([C:21]([NH:20][C:17]3[CH:18]=[CH:19][C:14]([CH2:13][NH:12][C:10]4[C:9]5[C:4](=[CH:5][CH:6]=[C:7]([C:37]([F:40])([F:39])[F:38])[CH:8]=5)[N:3]=[C:2]([N:41]5[CH2:45][CH2:44][CH2:43][CH2:42]5)[N:11]=4)=[CH:15][CH:16]=3)=[O:22])[CH2:24][CH2:25]2)=[CH:31][CH:32]=1, predict the reactants needed to synthesize it. The reactants are: Cl[C:2]1[N:11]=[C:10]([NH:12][CH2:13][C:14]2[CH:19]=[CH:18][C:17]([NH:20][C:21]([CH:23]3[CH2:28][CH2:27][N:26]([CH2:29][C:30]4[CH:35]=[CH:34][C:33]([F:36])=[CH:32][CH:31]=4)[CH2:25][CH2:24]3)=[O:22])=[CH:16][CH:15]=2)[C:9]2[C:4](=[CH:5][CH:6]=[C:7]([C:37]([F:40])([F:39])[F:38])[CH:8]=2)[N:3]=1.[NH:41]1[CH2:45][CH2:44][CH2:43][CH2:42]1. (8) Given the product [CH3:1][N:2]1[CH2:3][CH2:4][N:5]([C:8]2[CH:13]=[CH:12][C:11]([NH2:14])=[CH:10][C:9]=2[CH3:17])[CH2:6][CH2:7]1, predict the reactants needed to synthesize it. The reactants are: [CH3:1][N:2]1[CH2:7][CH2:6][N:5]([C:8]2[CH:13]=[CH:12][C:11]([N+:14]([O-])=O)=[CH:10][C:9]=2[CH3:17])[CH2:4][CH2:3]1. (9) Given the product [NH2:18][O:33][CH2:32][C:2]([C:4]1[C:15]([NH:11][C:12](=[O:17])[CH:13]=1)=[O:16])=[O:3], predict the reactants needed to synthesize it. The reactants are: O[C:2]([C:4](F)(F)F)=[O:3].NCC[N:11]1[C:15](=[O:16])C=[CH:13][C:12]1=[O:17].[N:18]1C(C)=CC(C)=CC=1C.CN1[C:32](=[O:33])CCC1.